The task is: Predict the reaction yield, written as a fraction of the theoretical maximum amount of product (1.0 means a 100% yield; for example, 0.34 means a 34% yield).. This data is from Reaction yield outcomes from USPTO patents with 853,638 reactions. (1) The product is [Br:1][C:2]1[CH:3]=[C:4]([NH:5][C:11]2[N:16]=[C:15]([CH3:17])[CH:14]=[CH:13][N:12]=2)[CH:6]=[C:7]([Br:9])[CH:8]=1. The yield is 0.850. The catalyst is O1CCOCC1. The reactants are [Br:1][C:2]1[CH:3]=[C:4]([CH:6]=[C:7]([Br:9])[CH:8]=1)[NH2:5].Cl[C:11]1[N:16]=[C:15]([CH3:17])[CH:14]=[CH:13][N:12]=1.C(O)(=O)C. (2) The reactants are [C:1]([O:5][C:6]([N:8]1[CH2:13][CH2:12][C:11](=[O:14])[CH2:10][CH2:9]1)=[O:7])([CH3:4])([CH3:3])[CH3:2].[I-].[CH3:16][S+](C)(C)=O.[OH-].[K+]. The catalyst is C(#N)C. The product is [C:1]([O:5][C:6]([N:8]1[CH2:9][CH2:10][C:11]2([O:14][CH2:16]2)[CH2:12][CH2:13]1)=[O:7])([CH3:4])([CH3:2])[CH3:3]. The yield is 0.906.